From a dataset of Full USPTO retrosynthesis dataset with 1.9M reactions from patents (1976-2016). Predict the reactants needed to synthesize the given product. (1) Given the product [C:19]([O:18][C:16]([CH2:35][C:36]([O:13][C@H:11](/[CH:10]=[CH:9]/[C:6]1[CH:5]=[CH:4][C:3]([C:2]([F:14])([F:15])[F:1])=[CH:8][CH:7]=1)[CH3:12])=[O:49])=[O:17])([CH3:20])([CH3:21])[CH3:22], predict the reactants needed to synthesize it. The reactants are: [F:1][C:2]([F:15])([F:14])[C:3]1[CH:8]=[CH:7][C:6](/[CH:9]=[CH:10]/[C@@H:11]([OH:13])[CH3:12])=[CH:5][CH:4]=1.[C:16](NCC(O)=O)([O:18][C:19]([CH3:22])([CH3:21])[CH3:20])=[O:17].Cl.C(N=C=NC[CH2:35][CH2:36]N(C)C)C.N1([OH:49])C2C=CC=CC=2N=N1.CCN(C(C)C)C(C)C. (2) Given the product [Cl:42][CH2:43][C:44]([NH:19][C:15]([C:14]([N:11]1[CH2:12][CH2:13][C:8]([C:4]2[CH:5]=[CH:6][CH:7]=[C:2]([F:1])[CH:3]=2)([CH2:22][CH2:23][N:24]2[C@H:29]3[CH2:30][CH2:31][C@@H:25]2[CH2:26][CH:27]([N:32]2[C:36]4[CH:37]=[CH:38][CH:39]=[CH:40][C:35]=4[N:34]=[C:33]2[CH3:41])[CH2:28]3)[CH2:9][CH2:10]1)=[O:21])([CH3:20])[CH:16]([CH3:17])[CH3:18])=[O:45], predict the reactants needed to synthesize it. The reactants are: [F:1][C:2]1[CH:3]=[C:4]([C:8]2([CH2:22][CH2:23][N:24]3[C@H:29]4[CH2:30][CH2:31][C@@H:25]3[CH2:26][CH:27]([N:32]3[C:36]5[CH:37]=[CH:38][CH:39]=[CH:40][C:35]=5[N:34]=[C:33]3[CH3:41])[CH2:28]4)[CH2:13][CH2:12][N:11]([C:14](=[O:21])[C:15]([CH3:20])([NH2:19])[CH:16]([CH3:18])[CH3:17])[CH2:10][CH2:9]2)[CH:5]=[CH:6][CH:7]=1.[Cl:42][CH2:43][C:44](Cl)=[O:45].CCN(C(C)C)C(C)C. (3) Given the product [Cl:28][C:17]1[CH:16]=[C:15]([NH:14][C:6]2[C:5]3[C:10](=[CH:11][C:2](/[CH:35]=[CH:36]/[CH2:37][CH2:38][N:39]4[CH2:44][CH2:43][O:42][CH2:41][CH2:40]4)=[CH:3][CH:4]=3)[N:9]=[CH:8][C:7]=2[C:12]#[N:13])[CH:20]=[CH:19][C:18]=1[S:21][C:22]1[N:23]([CH3:27])[CH:24]=[CH:25][N:26]=1, predict the reactants needed to synthesize it. The reactants are: Br[C:2]1[CH:11]=[C:10]2[C:5]([C:6]([NH:14][C:15]3[CH:20]=[CH:19][C:18]([S:21][C:22]4[N:23]([CH3:27])[CH:24]=[CH:25][N:26]=4)=[C:17]([Cl:28])[CH:16]=3)=[C:7]([C:12]#[N:13])[CH:8]=[N:9]2)=[CH:4][CH:3]=1.C([Sn](CCCC)(CCCC)/C=[CH:35]/[CH2:36][CH2:37][CH2:38][N:39]1[CH2:44][CH2:43][O:42][CH2:41][CH2:40]1)CCC. (4) Given the product [OH:23][C:12]1[C:11]([CH:24]([CH3:26])[CH3:25])=[N:10][N:9]([CH2:8][C:5]2[CH:6]=[CH:7][C:2]([C:33]3[CH:32]=[CH:31][N:30]=[C:29]([O:28][CH3:27])[CH:34]=3)=[CH:3][CH:4]=2)[C:14](=[O:15])[C:13]=1[C:16]([NH:18][CH2:19][C:20]([OH:22])=[O:21])=[O:17], predict the reactants needed to synthesize it. The reactants are: Br[C:2]1[CH:7]=[CH:6][C:5]([CH2:8][N:9]2[C:14](=[O:15])[C:13]([C:16]([NH:18][CH2:19][C:20]([OH:22])=[O:21])=[O:17])=[C:12]([OH:23])[C:11]([CH:24]([CH3:26])[CH3:25])=[N:10]2)=[CH:4][CH:3]=1.[CH3:27][O:28][C:29]1[CH:34]=[C:33](B(O)O)[CH:32]=[CH:31][N:30]=1.C(=O)([O-])[O-].[K+].[K+].Cl. (5) Given the product [CH2:17]([N:4]1[C:5]2[C:10](=[C:9]([N+:11]([O-:13])=[O:12])[CH:8]=[CH:7][CH:6]=2)[C:2]([CH3:1])=[N:3]1)[C:18]1[CH:23]=[CH:22][CH:21]=[CH:20][CH:19]=1, predict the reactants needed to synthesize it. The reactants are: [CH3:1][C:2]1[C:10]2[C:5](=[CH:6][CH:7]=[CH:8][C:9]=2[N+:11]([O-:13])=[O:12])[NH:4][N:3]=1.[OH-].[K+].Br[CH2:17][C:18]1[CH:23]=[CH:22][CH:21]=[CH:20][CH:19]=1. (6) Given the product [C:41]([C:38]1[CH:39]=[C:40]2[C:35](=[CH:36][CH:37]=1)[NH:34][CH:33]=[C:32]2[CH2:31][CH2:30][CH2:29][CH2:28][N:4]1[CH2:3][CH2:2][N:1]([C:7]2[CH:8]=[CH:9][C:10]3[O:14][C:13]([C:15]([NH2:45])=[O:17])=[CH:12][C:11]=3[CH:20]=2)[CH2:6][CH2:5]1)#[N:42], predict the reactants needed to synthesize it. The reactants are: [N:1]1([C:7]2[CH:8]=[CH:9][C:10]3[O:14][C:13]([C:15]([O:17]CC)=O)=[CH:12][C:11]=3[CH:20]=2)[CH2:6][CH2:5][NH:4][CH2:3][CH2:2]1.C(=O)([O-])[O-].[K+].[K+].Cl[CH2:28][CH2:29][CH2:30][CH2:31][C:32]1[C:40]2[C:35](=[CH:36][CH:37]=[C:38]([C:41]#[N:42])[CH:39]=2)[NH:34][CH:33]=1.[I-].[K+].[NH3:45].